Regression. Given two drug SMILES strings and cell line genomic features, predict the synergy score measuring deviation from expected non-interaction effect. From a dataset of NCI-60 drug combinations with 297,098 pairs across 59 cell lines. (1) Synergy scores: CSS=-2.15, Synergy_ZIP=3.01, Synergy_Bliss=2.25, Synergy_Loewe=-3.63, Synergy_HSA=-2.27. Cell line: PC-3. Drug 2: C1C(C(OC1N2C=NC3=C2NC=NCC3O)CO)O. Drug 1: C1=NNC2=C1C(=O)NC=N2. (2) Drug 1: C1=NNC2=C1C(=O)NC=N2. Drug 2: CCC1(C2=C(COC1=O)C(=O)N3CC4=CC5=C(C=CC(=C5CN(C)C)O)N=C4C3=C2)O.Cl. Cell line: HCT-15. Synergy scores: CSS=11.5, Synergy_ZIP=0.384, Synergy_Bliss=2.91, Synergy_Loewe=-24.3, Synergy_HSA=-1.10. (3) Drug 1: C1=CC(=C2C(=C1NCCNCCO)C(=O)C3=C(C=CC(=C3C2=O)O)O)NCCNCCO. Drug 2: C1C(C(OC1N2C=NC(=NC2=O)N)CO)O. Cell line: MALME-3M. Synergy scores: CSS=22.4, Synergy_ZIP=-7.98, Synergy_Bliss=2.01, Synergy_Loewe=-8.62, Synergy_HSA=2.91. (4) Drug 1: CS(=O)(=O)C1=CC(=C(C=C1)C(=O)NC2=CC(=C(C=C2)Cl)C3=CC=CC=N3)Cl. Drug 2: CC1C(C(CC(O1)OC2CC(CC3=C2C(=C4C(=C3O)C(=O)C5=CC=CC=C5C4=O)O)(C(=O)C)O)N)O. Cell line: CCRF-CEM. Synergy scores: CSS=40.8, Synergy_ZIP=-3.70, Synergy_Bliss=-4.14, Synergy_Loewe=-2.06, Synergy_HSA=-1.04. (5) Drug 1: C1CCC(C1)C(CC#N)N2C=C(C=N2)C3=C4C=CNC4=NC=N3. Drug 2: C1=CC(=CC=C1CC(C(=O)O)N)N(CCCl)CCCl.Cl. Cell line: EKVX. Synergy scores: CSS=13.9, Synergy_ZIP=1.20, Synergy_Bliss=4.66, Synergy_Loewe=0.633, Synergy_HSA=3.57.